From a dataset of Forward reaction prediction with 1.9M reactions from USPTO patents (1976-2016). Predict the product of the given reaction. Given the reactants Br[C:2]1[CH:3]=[C:4]([NH:10][C:11]2[CH:22]=[C:14]3[CH2:15][N:16]([CH:19]4[CH2:21][CH2:20]4)[CH2:17][CH2:18][N:13]3[N:12]=2)[C:5](=[O:9])[N:6]([CH3:8])[CH:7]=1.[C:23]([O:26][CH2:27][C:28]1[C:29]([N:43]2[CH2:55][CH2:54][N:46]3[C:47]4[CH2:48][CH2:49][CH2:50][CH2:51][C:52]=4[CH:53]=[C:45]3[C:44]2=[O:56])=[N:30][CH:31]=[CH:32][C:33]=1B1OC(C)(C)C(C)(C)O1)(=[O:25])[CH3:24], predict the reaction product. The product is: [C:23]([O:26][CH2:27][C:28]1[C:29]([N:43]2[CH2:55][CH2:54][N:46]3[C:47]4[CH2:48][CH2:49][CH2:50][CH2:51][C:52]=4[CH:53]=[C:45]3[C:44]2=[O:56])=[N:30][CH:31]=[CH:32][C:33]=1[C:2]1[CH:3]=[C:4]([NH:10][C:11]2[CH:22]=[C:14]3[CH2:15][N:16]([CH:19]4[CH2:21][CH2:20]4)[CH2:17][CH2:18][N:13]3[N:12]=2)[C:5](=[O:9])[N:6]([CH3:8])[CH:7]=1)(=[O:25])[CH3:24].